From a dataset of NCI-60 drug combinations with 297,098 pairs across 59 cell lines. Regression. Given two drug SMILES strings and cell line genomic features, predict the synergy score measuring deviation from expected non-interaction effect. Drug 1: C1=CC(=CC=C1CCC2=CNC3=C2C(=O)NC(=N3)N)C(=O)NC(CCC(=O)O)C(=O)O. Drug 2: CC1CCC2CC(C(=CC=CC=CC(CC(C(=O)C(C(C(=CC(C(=O)CC(OC(=O)C3CCCCN3C(=O)C(=O)C1(O2)O)C(C)CC4CCC(C(C4)OC)OCCO)C)C)O)OC)C)C)C)OC. Cell line: EKVX. Synergy scores: CSS=8.22, Synergy_ZIP=-1.86, Synergy_Bliss=-6.07, Synergy_Loewe=-16.2, Synergy_HSA=-6.34.